The task is: Predict the product of the given reaction.. This data is from Forward reaction prediction with 1.9M reactions from USPTO patents (1976-2016). (1) Given the reactants [O:1]1[CH2:6][CH2:5][CH2:4][CH2:3][CH:2]1[O:7][C:8]1[CH:13]=[CH:12][C:11]([O:14][CH:15]2[CH2:20][CH2:19][CH2:18][CH2:17][O:16]2)=[CH:10][C:9]=1[C:21](=[O:23])[CH3:22].[Cl:24][C:25]1[CH:26]=[C:27]([CH:30]=[CH:31][C:32]=1[Cl:33])[CH:28]=O.O.O.O.O.O.O.O.O.[OH-].[Ba+2].[OH-], predict the reaction product. The product is: [O:1]1[CH2:6][CH2:5][CH2:4][CH2:3][CH:2]1[O:7][C:8]1[CH:13]=[CH:12][C:11]([O:14][CH:15]2[CH2:20][CH2:19][CH2:18][CH2:17][O:16]2)=[CH:10][C:9]=1[C:21](=[O:23])[CH:22]=[CH:28][C:27]1[CH:30]=[CH:31][C:32]([Cl:33])=[C:25]([Cl:24])[CH:26]=1. (2) Given the reactants Br[C:2]1[CH:10]=[C:9]2[C:5]([CH:6]=[CH:7][N:8]2[S:11]([C:14]2[CH:19]=[CH:18][C:17]([CH3:20])=[CH:16][CH:15]=2)(=[O:13])=[O:12])=[CH:4][CH:3]=1.C([O-])([O-])=O.[Cs+].[Cs+].CC(OC1C=CC=C(OC(C)C)C=1C1C(P(C2CCCCC2)C2CCCCC2)=CC=CC=1)C.[CH3:60][N:61]1[CH2:66][CH2:65][NH:64][CH2:63][CH2:62]1, predict the reaction product. The product is: [CH3:60][N:61]1[CH2:66][CH2:65][N:64]([C:2]2[CH:10]=[C:9]3[C:5]([CH:6]=[CH:7][N:8]3[S:11]([C:14]3[CH:19]=[CH:18][C:17]([CH3:20])=[CH:16][CH:15]=3)(=[O:13])=[O:12])=[CH:4][CH:3]=2)[CH2:63][CH2:62]1. (3) Given the reactants Br[C:2]1[CH:7]=[CH:6][C:5]([N:8]([CH3:12])[C:9](=[O:11])[CH3:10])=[CH:4][CH:3]=1.C(=O)([O-])[O-].[Cs+].[Cs+].C1C=CC(P(C2C(C3C(P(C4C=CC=CC=4)C4C=CC=CC=4)=CC=C4C=3C=CC=C4)=C3C(C=CC=C3)=CC=2)C2C=CC=CC=2)=CC=1.[NH:65]1[CH2:70][CH2:69][NH:68][CH2:67][CH2:66]1, predict the reaction product. The product is: [CH3:12][N:8]([C:5]1[CH:6]=[CH:7][C:2]([N:65]2[CH2:70][CH2:69][NH:68][CH2:67][CH2:66]2)=[CH:3][CH:4]=1)[C:9](=[O:11])[CH3:10]. (4) Given the reactants [O:1]1[CH2:5][C@@H:4]([NH2:6])[C@H:3]([NH2:7])[CH2:2]1.C([Li])CCC.[C:13](OC([O-])=O)([O:15][C:16]([CH3:19])([CH3:18])[CH3:17])=[O:14].[Cl-].[Na+], predict the reaction product. The product is: [C:16]([O:15][C:13](=[O:14])[NH:6][C@@H:4]1[CH2:5][O:1][CH2:2][C@H:3]1[NH2:7])([CH3:19])([CH3:18])[CH3:17].